Dataset: Forward reaction prediction with 1.9M reactions from USPTO patents (1976-2016). Task: Predict the product of the given reaction. (1) Given the reactants C([O:3][C:4]([CH:6]1[CH2:11][CH2:10][N:9]([C:12]2[CH:17]=[CH:16][C:15]([Cl:18])=[C:14]([C:19]3[NH:27][C:22]4[CH:23]=[N:24][CH:25]=[CH:26][C:21]=4[N:20]=3)[CH:13]=2)[CH2:8][CH2:7]1)=[O:5])C, predict the reaction product. The product is: [ClH:18].[Cl:18][C:15]1[CH:16]=[CH:17][C:12]([N:9]2[CH2:8][CH2:7][CH:6]([C:4]([OH:5])=[O:3])[CH2:11][CH2:10]2)=[CH:13][C:14]=1[C:19]1[NH:27][C:22]2[CH:23]=[N:24][CH:25]=[CH:26][C:21]=2[N:20]=1. (2) Given the reactants [C:1]1(=[O:22])[N:5]([CH2:6][CH2:7][O:8][CH2:9][C:10](=[O:16])[CH2:11][C:12]([O:14][CH3:15])=[O:13])[C:4](=[O:17])[C:3]2=[CH:18][CH:19]=[CH:20][CH:21]=[C:2]12.[Cl:23][C:24]1[CH:31]=[CH:30][CH:29]=[CH:28][C:25]=1[CH:26]=O.N1CCCCC1.C(O)(=O)C, predict the reaction product. The product is: [Cl:23][C:24]1[CH:31]=[CH:30][CH:29]=[CH:28][C:25]=1[CH:26]=[C:11]([C:10]([CH2:9][O:8][CH2:7][CH2:6][N:5]1[C:4](=[O:17])[C:3]2=[CH:18][CH:19]=[CH:20][CH:21]=[C:2]2[C:1]1=[O:22])=[O:16])[C:12]([O:14][CH3:15])=[O:13]. (3) Given the reactants [NH2:1][C:2]1[CH:7]=[CH:6][C:5](Br)=[CH:4][N:3]=1.[CH3:9][O-:10].[Na+], predict the reaction product. The product is: [NH2:1][C:2]1[CH:7]=[CH:6][C:5]([O:10][CH3:9])=[CH:4][N:3]=1. (4) Given the reactants [NH2:1][C:2]1[CH:3]=[C:4]([CH:13]=[CH:14][C:15]=1[Cl:16])[CH2:5][NH:6][C:7](=[O:12])[C:8]([CH3:11])([CH3:10])[CH3:9].[N:17]([O-])=O.[Na+].O.O.Cl[Sn]Cl, predict the reaction product. The product is: [Cl:16][C:15]1[CH:14]=[CH:13][C:4]([CH2:5][NH:6][C:7](=[O:12])[C:8]([CH3:11])([CH3:10])[CH3:9])=[CH:3][C:2]=1[NH:1][NH2:17]. (5) Given the reactants [Cl:1][C:2]1[C:7]2[CH:8]=[N:9][NH:10][C:6]=2[CH:5]=[C:4]([CH3:11])[N:3]=1.[CH3:12][C:13]1[CH:14]=[C:15]([CH2:25]O)[CH:16]=[N:17][C:18]=1[O:19][CH2:20][C:21]([F:24])([F:23])[F:22].C(C=P(CCCC)(CCCC)CCCC)#N, predict the reaction product. The product is: [Cl:1][C:2]1[C:7]2=[CH:8][N:9]([CH2:25][C:15]3[CH:16]=[N:17][C:18]([O:19][CH2:20][C:21]([F:24])([F:23])[F:22])=[C:13]([CH3:12])[CH:14]=3)[N:10]=[C:6]2[CH:5]=[C:4]([CH3:11])[N:3]=1. (6) Given the reactants C([N:8]1[CH2:16][CH:11]2[CH2:12][O:13][CH2:14][CH2:15][N:10]2[C:9]1=[O:17])C1C=CC=CC=1.N.CCO, predict the reaction product. The product is: [CH2:16]1[CH:11]2[CH2:12][O:13][CH2:14][CH2:15][N:10]2[C:9](=[O:17])[NH:8]1.